Dataset: Catalyst prediction with 721,799 reactions and 888 catalyst types from USPTO. Task: Predict which catalyst facilitates the given reaction. Reactant: [C:1]([O:5][C:6](=[O:21])[N:7]([CH2:18][CH2:19][OH:20])[CH2:8][CH:9](O)[CH2:10][C:11]1[CH:16]=[CH:15][CH:14]=[CH:13][CH:12]=1)([CH3:4])([CH3:3])[CH3:2].C1(P(C2C=CC=CC=2)C2C=CC=CC=2)C=CC=CC=1.CCOC(/N=N/C(OCC)=O)=O. Product: [C:1]([O:5][C:6]([N:7]1[CH2:18][CH2:19][O:20][CH:9]([CH2:10][C:11]2[CH:16]=[CH:15][CH:14]=[CH:13][CH:12]=2)[CH2:8]1)=[O:21])([CH3:4])([CH3:3])[CH3:2]. The catalyst class is: 11.